From a dataset of Forward reaction prediction with 1.9M reactions from USPTO patents (1976-2016). Predict the product of the given reaction. (1) The product is: [Cl:23][C:21]1[C:20]([C:24]([F:27])([F:25])[F:26])=[CH:19][N:18]=[C:17]([NH:16][C:13]2[CH:14]=[CH:15][CH:10]=[CH:11][C:12]=2[O:28][CH3:29])[N:22]=1. Given the reactants C(OP(C[C:10]1[CH:15]=[CH:14][C:13]([NH:16][C:17]2[N:22]=[C:21]([Cl:23])[C:20]([C:24]([F:27])([F:26])[F:25])=[CH:19][N:18]=2)=[C:12]([O:28][CH3:29])[CH:11]=1)(=O)OCC)C.ClC1N=C(Cl)C(C(F)(F)F)=CN=1.COC1C=CC=CC=1N, predict the reaction product. (2) The product is: [Br:21][C:20]1[C:15]([C:13]2[C:12]([Cl:30])=[CH:11][N:10]=[C:9]([NH:8][C@H:5]3[CH2:6][CH2:7][C@H:2]([NH:1][CH2:40][CH2:39][O:38][CH3:37])[CH2:3][CH2:4]3)[CH:14]=2)=[N:16][C:17]([NH:22][CH2:23][CH:24]2[CH2:29][CH2:28][O:27][CH2:26][CH2:25]2)=[CH:18][CH:19]=1. Given the reactants [NH2:1][C@H:2]1[CH2:7][CH2:6][C@H:5]([NH:8][C:9]2[CH:14]=[C:13]([C:15]3[C:20]([Br:21])=[CH:19][CH:18]=[C:17]([NH:22][CH2:23][CH:24]4[CH2:29][CH2:28][O:27][CH2:26][CH2:25]4)[N:16]=3)[C:12]([Cl:30])=[CH:11][N:10]=2)[CH2:4][CH2:3]1.C(=O)([O-])[O-].[Na+].[Na+].[CH3:37][O:38][CH2:39][CH2:40]OS(C1C=CC(C)=CC=1)(=O)=O, predict the reaction product. (3) Given the reactants Cl.[CH:2]([N:5]1[C:9]([C:10]2[N:19]=[C:18]3[N:12]([CH2:13][CH2:14][O:15][C:16]4[CH:23]=[C:22]([CH:24]5[CH2:29][CH2:28][NH:27][CH2:26][CH2:25]5)[CH:21]=[CH:20][C:17]=43)[CH:11]=2)=[N:8][C:7]([CH3:30])=[N:6]1)([CH3:4])[CH3:3].C(N(CC)CC)C.Cl[CH2:39][C:40]([NH:42][CH:43]([CH3:45])[CH3:44])=[O:41], predict the reaction product. The product is: [CH:43]([NH:42][C:40](=[O:41])[CH2:39][N:27]1[CH2:28][CH2:29][CH:24]([C:22]2[CH:21]=[CH:20][C:17]3[C:18]4[N:12]([CH:11]=[C:10]([C:9]5[N:5]([CH:2]([CH3:4])[CH3:3])[N:6]=[C:7]([CH3:30])[N:8]=5)[N:19]=4)[CH2:13][CH2:14][O:15][C:16]=3[CH:23]=2)[CH2:25][CH2:26]1)([CH3:45])[CH3:44]. (4) Given the reactants CC1C=CC(S(O[CH2:12][CH:13]2[O:17][C:16](=[O:18])[N:15]([CH2:19][C:20]3[CH:25]=[CH:24][C:23]([F:26])=[CH:22][CH:21]=3)[CH2:14]2)(=O)=O)=CC=1.[C:27]1([CH:33]([N:40]2[CH2:45][CH2:44][NH:43][CH2:42][CH2:41]2)[C:34]2[CH:39]=[CH:38][CH:37]=[CH:36][CH:35]=2)[CH:32]=[CH:31][CH:30]=[CH:29][CH:28]=1.C(N(CC)CC)C, predict the reaction product. The product is: [CH:33]([N:40]1[CH2:45][CH2:44][N:43]([CH2:12][CH:13]2[O:17][C:16](=[O:18])[N:15]([CH2:19][C:20]3[CH:21]=[CH:22][C:23]([F:26])=[CH:24][CH:25]=3)[CH2:14]2)[CH2:42][CH2:41]1)([C:34]1[CH:39]=[CH:38][CH:37]=[CH:36][CH:35]=1)[C:27]1[CH:32]=[CH:31][CH:30]=[CH:29][CH:28]=1. (5) Given the reactants [CH2:1]([C@H:8]1[CH2:13][N:12]([C:14]2[CH:22]=[C:21]3[C:17]([C:18]([CH2:27][CH3:28])=[N:19][N:20]3[CH:23]3[CH2:26][CH2:25][CH2:24]3)=[CH:16][CH:15]=2)[CH2:11][CH2:10][N:9]1[C:29](=[O:36])[CH2:30][C:31]1[CH:32]=[N:33][NH:34][CH:35]=1)[C:2]1[CH:7]=[CH:6][CH:5]=[CH:4][CH:3]=1.[H-].[Na+].[CH2:39](I)[CH3:40], predict the reaction product. The product is: [CH2:1]([C@H:8]1[CH2:13][N:12]([C:14]2[CH:22]=[C:21]3[C:17]([C:18]([CH2:27][CH3:28])=[N:19][N:20]3[CH:23]3[CH2:26][CH2:25][CH2:24]3)=[CH:16][CH:15]=2)[CH2:11][CH2:10][N:9]1[C:29](=[O:36])[CH2:30][C:31]1[CH:32]=[N:33][N:34]([CH2:39][CH3:40])[CH:35]=1)[C:2]1[CH:7]=[CH:6][CH:5]=[CH:4][CH:3]=1. (6) Given the reactants [Br:1][C:2]1[CH:3]=[CH:4][C:5]([O:14][CH2:15][CH:16]([CH3:18])[CH3:17])=[C:6]([CH:13]=1)[CH2:7]OS(C)(=O)=O.[CH3:19][O:20][C:21]([C:23]1[CH:24]=[C:25]2[C:29](=[CH:30][CH:31]=1)[NH:28][N:27]=[C:26]2[CH3:32])=[O:22].C(=O)([O-])[O-].[Cs+].[Cs+], predict the reaction product. The product is: [CH3:19][O:20][C:21]([C:23]1[CH:24]=[C:25]2[C:29](=[CH:30][CH:31]=1)[N:28]([CH2:7][C:6]1[CH:13]=[C:2]([Br:1])[CH:3]=[CH:4][C:5]=1[O:14][CH2:15][CH:16]([CH3:18])[CH3:17])[N:27]=[C:26]2[CH3:32])=[O:22].